Task: Predict the product of the given reaction.. Dataset: Forward reaction prediction with 1.9M reactions from USPTO patents (1976-2016) (1) Given the reactants [NH2:1][C@@H:2]([CH3:32])[C:3]([NH:5][C@@H:6]1[C:12](=[O:13])[N:11]([CH2:14][C:15]2[C:24]3[C:19](=[CH:20][C:21]([Br:25])=[CH:22][CH:23]=3)[CH:18]=[CH:17][C:16]=2[O:26][CH3:27])[C:10]2[CH:28]=[CH:29][CH:30]=[CH:31][C:9]=2[CH2:8][CH2:7]1)=[O:4].[CH:33](=O)[CH:34]([CH3:36])[CH3:35], predict the reaction product. The product is: [Br:25][C:21]1[CH:20]=[C:19]2[C:24](=[CH:23][CH:22]=1)[C:15]([CH2:14][N:11]1[C:12](=[O:13])[C@@H:6]([NH:5][C:3](=[O:4])[C@@H:2]([NH:1][CH2:33][CH:34]([CH3:36])[CH3:35])[CH3:32])[CH2:7][CH2:8][C:9]3[CH:31]=[CH:30][CH:29]=[CH:28][C:10]1=3)=[C:16]([O:26][CH3:27])[CH:17]=[CH:18]2. (2) Given the reactants Cl.[Cl:2][C:3]1[CH:23]=[CH:22][C:6]([C:7]([N:9]2[CH2:14][CH2:13][N:12](C(OC(C)(C)C)=O)[CH2:11][CH2:10]2)=[O:8])=[CH:5][C:4]=1[N:24]([CH3:50])[C:25]([C:27]1[S:49][C:30]2[C:31]3[CH:39]=[CH:38][C:37]([C:40](=[O:48])[NH:41][CH2:42][CH2:43][S:44]([CH3:47])(=[O:46])=[O:45])=[CH:36][C:32]=3[O:33][CH2:34][CH2:35][C:29]=2[CH:28]=1)=[O:26], predict the reaction product. The product is: [Cl:2][C:3]1[CH:23]=[CH:22][C:6]([C:7]([N:9]2[CH2:14][CH2:13][NH:12][CH2:11][CH2:10]2)=[O:8])=[CH:5][C:4]=1[N:24]([CH3:50])[C:25]([C:27]1[S:49][C:30]2[C:31]3[CH:39]=[CH:38][C:37]([C:40]([NH:41][CH2:42][CH2:43][S:44]([CH3:47])(=[O:45])=[O:46])=[O:48])=[CH:36][C:32]=3[O:33][CH2:34][CH2:35][C:29]=2[CH:28]=1)=[O:26]. (3) The product is: [NH2:1][C:2]1[C:10]([F:11])=[CH:9][C:8]([C:12]2[CH:13]=[C:14]3[C:20]([C:21]4[CH:26]=[CH:25][CH:24]=[CH:23][C:22]=4[O:27][CH3:28])=[N:19][NH:18][C:15]3=[N:16][CH:17]=2)=[CH:7][C:3]=1[C:4]([OH:6])=[O:5]. Given the reactants [NH2:1][C:2]1[C:10]([F:11])=[CH:9][C:8]([C:12]2[CH:13]=[C:14]3[C:20]([C:21]4[CH:26]=[CH:25][CH:24]=[CH:23][C:22]=4[O:27][CH3:28])=[N:19][N:18](COCC[Si](C)(C)C)[C:15]3=[N:16][CH:17]=2)=[CH:7][C:3]=1[C:4]([OH:6])=[O:5].Cl(O)(=O)(=O)=O, predict the reaction product.